Dataset: Reaction yield outcomes from USPTO patents with 853,638 reactions. Task: Predict the reaction yield, written as a fraction of the theoretical maximum amount of product (1.0 means a 100% yield; for example, 0.34 means a 34% yield). (1) The catalyst is C1(C)C=CC=CC=1.C1C=CC(/C=C/C(/C=C/C2C=CC=CC=2)=O)=CC=1.C1C=CC(/C=C/C(/C=C/C2C=CC=CC=2)=O)=CC=1.C1C=CC(/C=C/C(/C=C/C2C=CC=CC=2)=O)=CC=1.[Pd].[Pd]. The yield is 0.910. The reactants are Br[C:2]1[C:10]2[O:9][CH2:8][C@@H:7]([N:11]([C:26](=[O:31])[C:27]([F:30])([F:29])[F:28])[C:12]3[CH:25]=[CH:24][C:15]4[C@H:16]([CH2:19][C:20]([O:22][CH3:23])=[O:21])[CH2:17][O:18][C:14]=4[CH:13]=3)[C:6]=2[CH:5]=[CH:4][CH:3]=1.[F:32][C:33]1[C:39]([F:40])=[CH:38][CH:37]=[C:36]([N+:41]([O-:43])=[O:42])[C:34]=1[NH2:35].P([O-])([O-])([O-])=O.[K+].[K+].[K+].C1(P(C2CCCCC2)C2C=CC=CC=2C2C(C(C)C)=CC(C(C)C)=CC=2C(C)C)CCCCC1. The product is [F:32][C:33]1[C:39]([F:40])=[CH:38][CH:37]=[C:36]([N+:41]([O-:43])=[O:42])[C:34]=1[NH:35][C:2]1[C:10]2[O:9][CH2:8][C@@H:7]([N:11]([C:26](=[O:31])[C:27]([F:30])([F:29])[F:28])[C:12]3[CH:25]=[CH:24][C:15]4[C@H:16]([CH2:19][C:20]([O:22][CH3:23])=[O:21])[CH2:17][O:18][C:14]=4[CH:13]=3)[C:6]=2[CH:5]=[CH:4][CH:3]=1. (2) The reactants are [CH3:1][O:2][C:3]1[CH:4]=[C:5]([C:19]2[CH:20]=[C:21]3[C:27]([C:28]4[CH:29]=[CH:30][C:31]([OH:34])=[N:32][CH:33]=4)=[CH:26][NH:25][C:22]3=[N:23][CH:24]=2)[CH:6]=[CH:7][C:8]=1[O:9]CC1C=CC(OC)=CC=1.C1(S)C=CC=CC=1.C(O)(C(F)(F)F)=O. The catalyst is ClCCl. The product is [OH:9][C:8]1[CH:7]=[CH:6][C:5]([C:19]2[CH:20]=[C:21]3[C:27]([C:28]4[CH:29]=[CH:30][C:31]([OH:34])=[N:32][CH:33]=4)=[CH:26][NH:25][C:22]3=[N:23][CH:24]=2)=[CH:4][C:3]=1[O:2][CH3:1]. The yield is 0.800. (3) The reactants are [OH:1][CH2:2][CH2:3][O:4][CH2:5][CH2:6][O:7][C:8]1[CH:9]=[C:10]([C:14](=[O:18])[CH2:15][CH2:16][CH3:17])[CH:11]=[CH:12][CH:13]=1.CCN(CC)CC.[C:26](OC(=O)C)(=[O:28])[CH3:27]. The catalyst is C(Cl)Cl.CN(C1C=CN=CC=1)C. The product is [C:26]([O:1][CH2:2][CH2:3][O:4][CH2:5][CH2:6][O:7][C:8]1[CH:13]=[CH:12][CH:11]=[C:10]([C:14](=[O:18])[CH2:15][CH2:16][CH3:17])[CH:9]=1)(=[O:28])[CH3:27]. The yield is 0.830. (4) The reactants are [C:12]([O:11][C:9](O[C:9]([O:11][C:12]([CH3:15])([CH3:14])[CH3:13])=[O:10])=[O:10])([CH3:15])([CH3:14])[CH3:13].C(N(CC)CC)C.[Br:23][C:24]1[CH:25]=[CH:26][C:27]([F:48])=[C:28]([C:30]23[CH2:38][NH:37][CH2:36][CH:35]2[CH2:34][S:33][C:32]([NH:39][C:40](=[O:47])[C:41]2[CH:46]=[CH:45][CH:44]=[CH:43][CH:42]=2)=[N:31]3)[CH:29]=1. The catalyst is ClCCl. The product is [C:40]([NH:39][C:32]1[S:33][CH2:34][CH:35]2[CH2:36][N:37]([C:9]([O:11][C:12]([CH3:13])([CH3:14])[CH3:15])=[O:10])[CH2:38][C:30]2([C:28]2[CH:29]=[C:24]([Br:23])[CH:25]=[CH:26][C:27]=2[F:48])[N:31]=1)(=[O:47])[C:41]1[CH:42]=[CH:43][CH:44]=[CH:45][CH:46]=1. The yield is 0.990. (5) The reactants are [N+:1]([CH2:4][CH2:5][C:6]1[CH:7]=[CH:8][C:9]([O:12][C:13]2[CH:14]=[N:15][CH:16]=[CH:17][CH:18]=2)=[N:10][CH:11]=1)([O-:3])=O.C[O-].[Li+].[C:22]([C:24]1[C:25]([NH2:31])=[N:26][C:27]([NH2:30])=[CH:28][CH:29]=1)#[CH:23].C(N(CC)CC)C. The catalyst is ClCCl.[Ti](Cl)(Cl)(Cl)Cl.O.CS(C)=O.O1CCCC1.CO. The product is [N:15]1[CH:16]=[CH:17][CH:18]=[C:13]([O:12][C:9]2[N:10]=[CH:11][C:6]([CH2:5][C:4]3[CH:23]=[C:22]([C:24]4[C:25]([NH2:31])=[N:26][C:27]([NH2:30])=[CH:28][CH:29]=4)[O:3][N:1]=3)=[CH:7][CH:8]=2)[CH:14]=1. The yield is 0.0900.